From a dataset of Forward reaction prediction with 1.9M reactions from USPTO patents (1976-2016). Predict the product of the given reaction. Given the reactants [Br:1][C:2]1[CH:3]=[C:4]([C:8]2[C:9]([C:14]3[CH:19]=[CH:18][CH:17]=[C:16]([Br:20])[CH:15]=3)=[CH:10][CH:11]=[CH:12][CH:13]=2)[CH:5]=[CH:6][CH:7]=1.ClCCl.O.C(Cl)(Cl)Cl, predict the reaction product. The product is: [Br:1][C:2]1[CH:7]=[CH:6][C:5]2[C:19]3[C:14](=[CH:15][C:16]([Br:20])=[CH:17][CH:18]=3)[C:9]3[C:8](=[CH:13][CH:12]=[CH:11][CH:10]=3)[C:4]=2[CH:3]=1.